This data is from Retrosynthesis with 50K atom-mapped reactions and 10 reaction types from USPTO. The task is: Predict the reactants needed to synthesize the given product. (1) Given the product CCOC1(OCC)CCN([C@@H](C)c2ccccc2)[C@@H](CN)C1, predict the reactants needed to synthesize it. The reactants are: CCOC1(OCC)CCN([C@@H](C)c2ccccc2)[C@@H](CN2C(=O)c3ccccc3C2=O)C1. (2) Given the product c1ccc(C(c2ccccc2)(c2ccccc2)n2ccnc2)cc1, predict the reactants needed to synthesize it. The reactants are: OC(c1ccccc1)(c1ccccc1)c1ccccc1.c1c[nH]cn1. (3) Given the product CC(=O)c1cc([N+](=O)[O-])c(F)cc1Cl, predict the reactants needed to synthesize it. The reactants are: C[Zn+].O=C(Cl)c1cc([N+](=O)[O-])c(F)cc1Cl. (4) Given the product CN1CCN(CCOc2ccc(N3CCN(c4ccc5nnc(C(F)(F)F)n5n4)CC3)cc2)CC1=O, predict the reactants needed to synthesize it. The reactants are: CN1CCNCC1=O.CS(=O)(=O)OCCOc1ccc(N2CCN(c3ccc4nnc(C(F)(F)F)n4n3)CC2)cc1. (5) The reactants are: CCOc1cc(O)cc(CC(=O)OC)c1.FC(F)(F)c1ccc(-c2cccc(Br)c2)cc1. Given the product CCOc1cc(CC(=O)OC)cc(Oc2cccc(-c3ccc(C(F)(F)F)cc3)c2)c1, predict the reactants needed to synthesize it. (6) Given the product CCCCOCCOc1ccc(-c2ccc(N(C)CCOC)c(/C=C/C(=O)Nc3ccc([S@@](=O)Cc4cncn4CCC)cc3)c2)cc1, predict the reactants needed to synthesize it. The reactants are: CCCCOCCOc1ccc(-c2ccc(N(C)CCOC)c(/C=C/C(=O)O)c2)cc1.CCCn1cncc1C[S@](=O)c1ccc(N)cc1. (7) Given the product CCN1CC2=C(C1)CN(c1c(F)cc3c(=O)c(C(=O)O)cn(C4CC4)c3c1F)C2, predict the reactants needed to synthesize it. The reactants are: CCI.O=C(O)c1cn(C2CC2)c2c(F)c(N3CC4=C(CNC4)C3)c(F)cc2c1=O.